The task is: Regression. Given a peptide amino acid sequence and an MHC pseudo amino acid sequence, predict their binding affinity value. This is MHC class I binding data.. This data is from Peptide-MHC class I binding affinity with 185,985 pairs from IEDB/IMGT. The peptide sequence is REAPYELNI. The binding affinity (normalized) is 0.213. The MHC is HLA-C04:01 with pseudo-sequence HLA-C04:01.